Dataset: Experimentally validated miRNA-target interactions with 360,000+ pairs, plus equal number of negative samples. Task: Binary Classification. Given a miRNA mature sequence and a target amino acid sequence, predict their likelihood of interaction. (1) The miRNA is hsa-miR-6742-5p with sequence AGUGGGGUGGGACCCAGCUGUU. The protein sequence of the target gene is MALRICVTYTPALPIGLCTRCCLCLEQSPSWCHCLRGVSFLTFHLHQSVPLGDRDSLLMFTRQAGHFVEGSKAGRSRGRLCLSQALRVAVRGAFVSLWFAAGAGDRERNKGDKGAQTGAGLSQEAEDVDVSRARRVTDAPQGTLCGTGNRNSGSQSARVVGVAHLGEAFRVGVEQAISSCPEEVHGRHGLSMEIMWARMDVALRSPGRGLLAGAGALCMTLAESSCPDYERGRRACLTLHRHPTPHCSTWGLPLRVAGSWLTVVTVEALGGWRMGVRRTGQVGPTMHPPPVSGASPLLLH.... Result: 0 (no interaction). (2) The miRNA is hsa-miR-149-3p with sequence AGGGAGGGACGGGGGCUGUGC. The protein sequence of the target gene is MTWRMGPRFTMLLAMWLVCGSEPHPHATIRGSHGGRKVPLVSPDSSRPARFLRHTGRSRGIERSTLEEPNLQPLQRRRSVPVLRLARPTEPPARSDINGAAVRPEQRPAARGSPREMIRDEGSSARSRMLRFPSGSSSPNILASFAGKNRVWVISAPHASEGYYRLMMSLLKDDVYCELAERHIQQIVLFHQAGEEGGKVRRITSEGQILEQPLDPSLIPKLMSFLKLEKGKFGMVLLKKTLQVEERYPYPVRLEAMYEVIDQGPIRRIEKIRQKGFVQKCKASGVEGQVVAEGNDGGGG.... Result: 1 (interaction).